This data is from Cav3 T-type calcium channel HTS with 100,875 compounds. The task is: Binary Classification. Given a drug SMILES string, predict its activity (active/inactive) in a high-throughput screening assay against a specified biological target. (1) The compound is s1c(N2C(=O)C3C(CC=C(C3)C)C2=O)nc(c1C)C(=O)C. The result is 0 (inactive). (2) The molecule is O1CCN(CC1)c1c2nonc2c([N+]([O-])=O)c(Nc2cc(OC)ccc2)c1. The result is 0 (inactive). (3) The drug is S(=O)(=O)(n1nc(cc1C)C)c1cc2c(cc1)cccc2. The result is 0 (inactive). (4) The molecule is O1C23C(C(C1C=C3)C(=O)NCc1ccccc1)C(=O)N(C2)CCc1cc(OC)c(OC)cc1. The result is 0 (inactive). (5) The compound is O=C(N1CCN(CC1)c1nc(N2CCOCC2)nc(n1)NCCOCCOCCOCC#C)C(n1nnc(c1)CCCC[NH3+])C(CC)C. The result is 0 (inactive). (6) The result is 0 (inactive). The molecule is Brc1oc(C2C(C(O)(CC(=O)C2C(OCC)=O)C)C(OCC)=O)cc1.